This data is from CYP2C19 inhibition data for predicting drug metabolism from PubChem BioAssay. The task is: Regression/Classification. Given a drug SMILES string, predict its absorption, distribution, metabolism, or excretion properties. Task type varies by dataset: regression for continuous measurements (e.g., permeability, clearance, half-life) or binary classification for categorical outcomes (e.g., BBB penetration, CYP inhibition). Dataset: cyp2c19_veith. The result is 1 (inhibitor). The compound is CC1(C)CC(=O)c2cn3ncnc3nc2C1.